From a dataset of NCI-60 drug combinations with 297,098 pairs across 59 cell lines. Regression. Given two drug SMILES strings and cell line genomic features, predict the synergy score measuring deviation from expected non-interaction effect. (1) Drug 1: C1=NC2=C(N=C(N=C2N1C3C(C(C(O3)CO)O)O)F)N. Drug 2: C1CCC(C(C1)N)N.C(=O)(C(=O)[O-])[O-].[Pt+4]. Cell line: SN12C. Synergy scores: CSS=33.6, Synergy_ZIP=-6.35, Synergy_Bliss=6.05, Synergy_Loewe=1.14, Synergy_HSA=3.00. (2) Drug 1: CC12CCC(CC1=CCC3C2CCC4(C3CC=C4C5=CN=CC=C5)C)O. Drug 2: C1C(C(OC1N2C=NC3=C2NC=NCC3O)CO)O. Cell line: NCI-H322M. Synergy scores: CSS=5.76, Synergy_ZIP=-1.09, Synergy_Bliss=0.191, Synergy_Loewe=-0.843, Synergy_HSA=-0.468. (3) Drug 2: CC(C)NC(=O)C1=CC=C(C=C1)CNNC.Cl. Cell line: COLO 205. Drug 1: CC(CN1CC(=O)NC(=O)C1)N2CC(=O)NC(=O)C2. Synergy scores: CSS=49.4, Synergy_ZIP=-1.18, Synergy_Bliss=-2.25, Synergy_Loewe=-12.9, Synergy_HSA=-4.72. (4) Drug 1: CC1=C(C=C(C=C1)NC2=NC=CC(=N2)N(C)C3=CC4=NN(C(=C4C=C3)C)C)S(=O)(=O)N.Cl. Drug 2: C1=NC2=C(N1)C(=S)N=C(N2)N. Cell line: NCI-H226. Synergy scores: CSS=13.4, Synergy_ZIP=-5.39, Synergy_Bliss=-2.72, Synergy_Loewe=-3.87, Synergy_HSA=-1.41. (5) Drug 1: C1=CC(=CC=C1CCCC(=O)O)N(CCCl)CCCl. Drug 2: CC1=C(C=C(C=C1)C(=O)NC2=CC(=CC(=C2)C(F)(F)F)N3C=C(N=C3)C)NC4=NC=CC(=N4)C5=CN=CC=C5. Cell line: LOX IMVI. Synergy scores: CSS=22.1, Synergy_ZIP=-6.18, Synergy_Bliss=-0.448, Synergy_Loewe=2.30, Synergy_HSA=1.30.